Dataset: Kir2.1 potassium channel HTS with 301,493 compounds. Task: Binary Classification. Given a drug SMILES string, predict its activity (active/inactive) in a high-throughput screening assay against a specified biological target. (1) The molecule is Clc1c(NC(=O)CSc2[n+]([O-])cccc2)cc(S(=O)(=O)N(CC)CC)cc1. The result is 0 (inactive). (2) The compound is o1c(CCC(NC(=O)CCc2c(n3nc(cc3nc2C)c2c(OC)cc(OC)cc2)C)C)ccc1. The result is 0 (inactive). (3) The compound is Clc1c(S(=O)(=O)NCc2ccncc2)cc(OCC(=O)N)c(c1)C. The result is 0 (inactive). (4) The compound is S(CC(=O)N1CCN(CC1)c1c(OC)cccc1)c1nc(NCCOC)c2c(n1)cccc2. The result is 0 (inactive).